Dataset: Peptide-MHC class I binding affinity with 185,985 pairs from IEDB/IMGT. Task: Regression. Given a peptide amino acid sequence and an MHC pseudo amino acid sequence, predict their binding affinity value. This is MHC class I binding data. (1) The peptide sequence is DWMDRIEEF. The MHC is HLA-A02:12 with pseudo-sequence HLA-A02:12. The binding affinity (normalized) is 0.0847. (2) The peptide sequence is TTRMENLLWK. The MHC is HLA-A03:01 with pseudo-sequence HLA-A03:01. The binding affinity (normalized) is 0.572. (3) The peptide sequence is DEFLKVPEW. The MHC is HLA-A03:01 with pseudo-sequence HLA-A03:01. The binding affinity (normalized) is 0.0847. (4) The peptide sequence is RYMSKTYNF. The MHC is HLA-B57:01 with pseudo-sequence HLA-B57:01. The binding affinity (normalized) is 0.0847. (5) The peptide sequence is YAMMSLFDM. The MHC is HLA-A02:03 with pseudo-sequence HLA-A02:03. The binding affinity (normalized) is 0.0847. (6) The peptide sequence is LLWTLVVLL. The MHC is HLA-A03:01 with pseudo-sequence HLA-A03:01. The binding affinity (normalized) is 0.312. (7) The peptide sequence is FLWSSIIFK. The MHC is HLA-A02:11 with pseudo-sequence HLA-A02:11. The binding affinity (normalized) is 0.488. (8) The peptide sequence is VTKRDESSI. The MHC is HLA-A02:06 with pseudo-sequence HLA-A02:06. The binding affinity (normalized) is 0.0250. (9) The peptide sequence is YTGDFDSVI. The MHC is HLA-B15:03 with pseudo-sequence HLA-B15:03. The binding affinity (normalized) is 0.0872. (10) The peptide sequence is SVVVHTKMTK. The MHC is HLA-A03:01 with pseudo-sequence HLA-A03:01. The binding affinity (normalized) is 0.546.